From a dataset of Catalyst prediction with 721,799 reactions and 888 catalyst types from USPTO. Predict which catalyst facilitates the given reaction. (1) Reactant: [Br:1][C:2]1[CH:3]=[C:4]([I:9])[C:5]([NH2:8])=[N:6][CH:7]=1.Br[CH2:11][CH:12](OC)OC.Br. Product: [Br:1][C:2]1[CH:3]=[C:4]([I:9])[C:5]2[N:6]([CH:11]=[CH:12][N:8]=2)[CH:7]=1. The catalyst class is: 40. (2) Reactant: [F:1][C:2]1[C:7]([F:8])=[CH:6][CH:5]=[CH:4][C:3]=1B(O)O.C(=O)([O-])[O-].[K+].[K+].[Cl:18][C:19]1[C:24]([CH:25]=[O:26])=[CH:23][CH:22]=[C:21](Cl)[N:20]=1.C1(C)C=CC=CC=1P(C1C=CC=CC=1C)C1C=CC=CC=1C. Product: [Cl:18][C:19]1[N:20]=[C:21]([C:3]2[CH:4]=[CH:5][CH:6]=[C:7]([F:8])[C:2]=2[F:1])[CH:22]=[CH:23][C:24]=1[CH:25]=[O:26]. The catalyst class is: 184. (3) Reactant: [C:1]1([CH2:7][CH2:8][CH2:9][CH2:10][CH2:11][CH2:12][C:13]([C:15]2[O:19][N:18]=[C:17]([C:20]3[N:25]=[C:24]([C:26]([O:28]C)=[O:27])[CH:23]=[CH:22][CH:21]=3)[N:16]=2)=[O:14])[CH:6]=[CH:5][CH:4]=[CH:3][CH:2]=1. The catalyst class is: 28. Product: [C:1]1([CH2:7][CH2:8][CH2:9][CH2:10][CH2:11][CH2:12][C:13]([C:15]2[O:19][N:18]=[C:17]([C:20]3[N:25]=[C:24]([C:26]([OH:28])=[O:27])[CH:23]=[CH:22][CH:21]=3)[N:16]=2)=[O:14])[CH:6]=[CH:5][CH:4]=[CH:3][CH:2]=1. (4) Reactant: [F:1][C:2]([F:24])([F:23])[C:3]1[CH:8]=[CH:7][N:6]=[C:5]([N:9]2[CH2:12][CH:11]([CH2:13][CH2:14][NH:15]C(=O)OC(C)(C)C)[CH2:10]2)[N:4]=1.Cl. Product: [F:23][C:2]([F:1])([F:24])[C:3]1[CH:8]=[CH:7][N:6]=[C:5]([N:9]2[CH2:12][CH:11]([CH2:13][CH2:14][NH2:15])[CH2:10]2)[N:4]=1. The catalyst class is: 12. (5) Reactant: Cl[C:2]1[N:7]=[C:6]([O:8][CH3:9])[N:5]=[C:4]([NH:10][CH2:11][CH2:12][C:13]2[CH:18]=[CH:17][C:16]([C:19]([F:22])([F:21])[F:20])=[CH:15][C:14]=2[F:23])[CH:3]=1.[OH:24][C:25]1[CH:26]=[C:27](B(O)O)[CH:28]=[CH:29][CH:30]=1.C([O-])([O-])=O.[Cs+].[Cs+]. Product: [F:23][C:14]1[CH:15]=[C:16]([C:19]([F:22])([F:21])[F:20])[CH:17]=[CH:18][C:13]=1[CH2:12][CH2:11][NH:10][C:4]1[N:5]=[C:6]([O:8][CH3:9])[N:7]=[C:2]([C:29]2[CH:30]=[C:25]([OH:24])[CH:26]=[CH:27][CH:28]=2)[CH:3]=1. The catalyst class is: 108. (6) Reactant: Br[C:2]1[CH:9]=[CH:8][C:5]([C:6]#[N:7])=[CH:4][C:3]=1[C:10]([F:13])([F:12])[F:11].[C:14]1(B(O)O)[CH:19]=[CH:18][CH:17]=[CH:16][CH:15]=1.C(=O)([O-])[O-:24].[K+].[K+]. Product: [F:11][C:10]([F:13])([F:12])[C:3]1[CH:4]=[C:5]([C:6]([NH2:7])=[O:24])[CH:8]=[CH:9][C:2]=1[C:14]1[CH:19]=[CH:18][CH:17]=[CH:16][CH:15]=1. The catalyst class is: 9. (7) Reactant: [OH:1][C:2]1[C:7]([C:8]([O:10][CH3:11])=[O:9])=[CH:6][CH:5]=[CH:4][C:3]=1[NH:12][C:13]([C:15]1([CH3:30])[CH2:19][CH2:18][CH2:17][N:16]1[C:20]([O:22][CH2:23][C:24]1[CH:29]=[CH:28][CH:27]=[CH:26][CH:25]=1)=[O:21])=O.N1C=CC=CC=1.S(Cl)(Cl)=O. Product: [CH2:23]([O:22][C:20]([N:16]1[CH2:17][CH2:18][CH2:19][C:15]1([C:13]1[O:1][C:2]2[C:7]([C:8]([O:10][CH3:11])=[O:9])=[CH:6][CH:5]=[CH:4][C:3]=2[N:12]=1)[CH3:30])=[O:21])[C:24]1[CH:25]=[CH:26][CH:27]=[CH:28][CH:29]=1. The catalyst class is: 11.